This data is from Reaction yield outcomes from USPTO patents with 853,638 reactions. The task is: Predict the reaction yield, written as a fraction of the theoretical maximum amount of product (1.0 means a 100% yield; for example, 0.34 means a 34% yield). (1) The reactants are [F:1][C:2]1[CH:7]=[CH:6][C:5]([OH:8])=[CH:4][CH:3]=1.Br[C:10]1[CH:15]=[CH:14][C:13]([Br:16])=[CH:12][N:11]=1.CN(C)C=O.[H-].[Na+]. The catalyst is O. The product is [Br:16][C:13]1[CH:14]=[CH:15][C:10]([O:8][C:5]2[CH:6]=[CH:7][C:2]([F:1])=[CH:3][CH:4]=2)=[N:11][CH:12]=1. The yield is 0.750. (2) The reactants are [CH3:1][C:2]1[C:6]([C:7]2[CH:8]=[CH:9][C:10]([CH3:17])=[C:11]([S:13](Cl)(=[O:15])=[O:14])[CH:12]=2)=[C:5]([CH3:18])[O:4][N:3]=1.[NH2:19][C:20]1[CH:21]=[C:22]([B:26]([OH:28])[OH:27])[CH:23]=[CH:24][CH:25]=1. The catalyst is N1C=CC=CC=1. The product is [CH3:1][C:2]1[C:6]([C:7]2[CH:8]=[CH:9][C:10]([CH3:17])=[C:11]([S:13]([NH:19][C:20]3[CH:21]=[C:22]([B:26]([OH:28])[OH:27])[CH:23]=[CH:24][CH:25]=3)(=[O:15])=[O:14])[CH:12]=2)=[C:5]([CH3:18])[O:4][N:3]=1. The yield is 0.111. (3) The reactants are [CH3:1][C:2]1[CH:7]=[C:6]([CH3:8])[CH:5]=[CH:4][N+:3]=1[O-].[C:10]([O:13]C(=O)C)(=[O:12])[CH3:11]. No catalyst specified. The product is [CH3:8][C:6]1[CH:5]=[CH:4][N:3]=[C:2]([CH2:1][O:13][C:10](=[O:12])[CH3:11])[CH:7]=1. The yield is 0.298.